From a dataset of Full USPTO retrosynthesis dataset with 1.9M reactions from patents (1976-2016). Predict the reactants needed to synthesize the given product. (1) The reactants are: [Cl:1][C:2]1[N:3]=[CH:4][C:5]2[CH2:6][NH:7][CH2:8][C@@H:9]([C:13]3[CH:18]=[CH:17][CH:16]=[CH:15][CH:14]=3)[O:10][C:11]=2[N:12]=1.Br[CH2:20][CH2:21][F:22].C(N(C(C)C)C(C)C)C. Given the product [Cl:1][C:2]1[N:3]=[CH:4][C:5]2[CH2:6][N:7]([CH2:20][CH2:21][F:22])[CH2:8][C@@H:9]([C:13]3[CH:18]=[CH:17][CH:16]=[CH:15][CH:14]=3)[O:10][C:11]=2[N:12]=1, predict the reactants needed to synthesize it. (2) Given the product [N+:26]([C:25]1[CH:24]=[CH:23][C:22]([CH3:29])=[CH:21][C:20]=1[S:4][CH2:5][C:6]1[CH:15]=[CH:14][C:9]([C:10]([O:12][CH3:13])=[O:11])=[CH:8][CH:7]=1)([O-:28])=[O:27], predict the reactants needed to synthesize it. The reactants are: C([S:4][CH2:5][C:6]1[CH:15]=[CH:14][C:9]([C:10]([O:12][CH3:13])=[O:11])=[CH:8][CH:7]=1)(=O)C.C[O-].[Na+].F[C:20]1[CH:21]=[C:22]([CH3:29])[CH:23]=[CH:24][C:25]=1[N+:26]([O-:28])=[O:27].[Cl-].[NH4+].